From a dataset of NCI-60 drug combinations with 297,098 pairs across 59 cell lines. Regression. Given two drug SMILES strings and cell line genomic features, predict the synergy score measuring deviation from expected non-interaction effect. (1) Drug 1: C1=C(C(=O)NC(=O)N1)F. Drug 2: CN(CCCl)CCCl.Cl. Cell line: MCF7. Synergy scores: CSS=38.3, Synergy_ZIP=-2.49, Synergy_Bliss=-0.880, Synergy_Loewe=0.174, Synergy_HSA=3.88. (2) Drug 1: CN1CCC(CC1)COC2=C(C=C3C(=C2)N=CN=C3NC4=C(C=C(C=C4)Br)F)OC. Drug 2: C1CC(=O)NC(=O)C1N2C(=O)C3=CC=CC=C3C2=O. Cell line: OVCAR-5. Synergy scores: CSS=23.9, Synergy_ZIP=-1.24, Synergy_Bliss=9.70, Synergy_Loewe=-4.93, Synergy_HSA=8.99.